The task is: Predict which catalyst facilitates the given reaction.. This data is from Catalyst prediction with 721,799 reactions and 888 catalyst types from USPTO. (1) Reactant: [C:1]1([OH:11])[C:10]2[CH2:9][CH2:8][CH2:7][CH2:6][C:5]=2[CH:4]=[CH:3][CH:2]=1.CI.[C:14]([O-])([O-])=O.[K+].[K+]. Product: [CH3:14][O:11][C:1]1[CH:2]=[CH:3][CH:4]=[C:5]2[C:10]=1[CH2:9][CH2:8][CH2:7][CH2:6]2. The catalyst class is: 21. (2) Reactant: [N:1]([C:4]1[CH:13]=[CH:12][CH:11]=[CH:10][C:5]=1[C:6]([O:8]C)=O)=[C:2]=[O:3].[Br:14][C:15]1[CH:21]=[C:20]([N+:22]([O-:24])=[O:23])[CH:19]=[CH:18][C:16]=1[NH2:17].CCN(C(C)C)C(C)C.C1CCN2C(=NCCC2)CC1. Product: [Br:14][C:15]1[CH:21]=[C:20]([N+:22]([O-:24])=[O:23])[CH:19]=[CH:18][C:16]=1[N:17]1[C:6](=[O:8])[C:5]2[C:4](=[CH:13][CH:12]=[CH:11][CH:10]=2)[NH:1][C:2]1=[O:3]. The catalyst class is: 3. (3) The catalyst class is: 23. Reactant: N1[CH2:6][CH2:5][O:4][CH2:3]C1.[C:7]([O-])([O-])=O.[K+].[K+].ClC1[N:19]=[CH:18][C:17]([Br:20])=[CH:16][N:15]=1. Product: [CH:5]([O:4][C:3]1[N:19]=[CH:18][C:17]([Br:20])=[CH:16][N:15]=1)([CH3:6])[CH3:7]. (4) Reactant: C[O:2][C:3]([C:5]1[CH:21]=[CH:20][C:8]2[N:9]([CH2:12][CH2:13][O:14][CH2:15][S:16]([CH3:19])(=[O:18])=[O:17])[CH:10]=[N:11][C:7]=2[CH:6]=1)=[O:4].[Li+].[OH-].Cl. Product: [CH3:19][S:16]([CH2:15][O:14][CH2:13][CH2:12][N:9]1[C:8]2[CH:20]=[CH:21][C:5]([C:3]([OH:4])=[O:2])=[CH:6][C:7]=2[N:11]=[CH:10]1)(=[O:17])=[O:18]. The catalyst class is: 20.